From a dataset of Reaction yield outcomes from USPTO patents with 853,638 reactions. Predict the reaction yield, written as a fraction of the theoretical maximum amount of product (1.0 means a 100% yield; for example, 0.34 means a 34% yield). (1) The reactants are [C:1]([CH2:3][C:4]([O:6][C:7]([CH3:10])([CH3:9])[CH3:8])=[O:5])#[N:2].[SH:11][CH2:12][C:13](OC)=O.C(N(CC)CC)C.O. The catalyst is CN(C=O)C.CCOC(C)=O. The product is [NH2:2][C:1]1[S:11][CH:12]=[CH:13][C:3]=1[C:4]([O:6][C:7]([CH3:10])([CH3:9])[CH3:8])=[O:5]. The yield is 0.750. (2) The catalyst is CCOC(C)=O. The product is [N+:1]([C:4]1[CH:5]=[CH:6][C:7](/[C:10](/[C:15]2[CH:16]=[CH:17][CH:18]=[CH:19][CH:20]=2)=[CH:11]/[CH2:12][OH:13])=[CH:8][CH:9]=1)([O-:3])=[O:2]. The yield is 0.540. The reactants are [N+:1]([C:4]1[CH:9]=[CH:8][C:7](/[C:10](/[C:15]2[CH:20]=[CH:19][CH:18]=[CH:17][CH:16]=2)=[CH:11]/[C:12](O)=[O:13])=[CH:6][CH:5]=1)([O-:3])=[O:2].B.C1COCC1.Cl.CCOC(C)=O.CCCCCC. (3) The reactants are [C:1]([O:5][C:6]([N:8]1[CH2:12][CH2:11][CH2:10][CH:9]1[C:13]1[N:14]([CH2:19][O:20][CH2:21][CH2:22][Si:23]([CH3:26])([CH3:25])[CH3:24])[C:15](Br)=[CH:16][N:17]=1)=[O:7])([CH3:4])([CH3:3])[CH3:2].[Li]CCCC.[Cl-].[NH4+].[C:34](=O)(O)[O-:35].[Na+]. The catalyst is C1COCC1.CN(C=O)C.CCCCCC. The product is [C:1]([O:5][C:6]([N:8]1[CH2:12][CH2:11][CH2:10][CH:9]1[C:13]1[N:14]([CH2:19][O:20][CH2:21][CH2:22][Si:23]([CH3:26])([CH3:25])[CH3:24])[C:15]([CH:34]=[O:35])=[CH:16][N:17]=1)=[O:7])([CH3:4])([CH3:3])[CH3:2]. The yield is 0.450. (4) The reactants are [CH3:1][O:2][C:3](=[O:15])[C:4]1[CH:9]=[C:8](I)[C:7]([CH:11]([F:13])[F:12])=[CH:6][C:5]=1[NH2:14].[CH2:16]([N:18]1[C:22]([Sn](CCCC)(CCCC)CCCC)=[CH:21][CH:20]=[N:19]1)[CH3:17]. The catalyst is O1CCOCC1.C1C=CC(P(C2C=CC=CC=2)[C-]2C=CC=C2)=CC=1.C1C=CC(P(C2C=CC=CC=2)[C-]2C=CC=C2)=CC=1.Cl[Pd]Cl.[Fe+2]. The product is [CH3:1][O:2][C:3](=[O:15])[C:4]1[CH:9]=[C:8]([C:22]2[N:18]([CH2:16][CH3:17])[N:19]=[CH:20][CH:21]=2)[C:7]([CH:11]([F:13])[F:12])=[CH:6][C:5]=1[NH2:14]. The yield is 0.880.